Dataset: Full USPTO retrosynthesis dataset with 1.9M reactions from patents (1976-2016). Task: Predict the reactants needed to synthesize the given product. (1) Given the product [Cl:22][C:23]1[N:28]=[C:27]([C:16]2[S:15][C:14]3[CH:13]=[CH:12][CH:11]=[C:10]([C:7]([OH:9])=[O:8])[C:18]=3[CH:17]=2)[C:26]([F:30])=[CH:25][N:24]=1, predict the reactants needed to synthesize it. The reactants are: C([O-])([O-])=O.[Na+].[Na+].[C:7]([C:10]1[C:18]2[CH:17]=[C:16](B(O)O)[S:15][C:14]=2[CH:13]=[CH:12][CH:11]=1)([OH:9])=[O:8].[Cl:22][C:23]1[N:28]=[C:27](Cl)[C:26]([F:30])=[CH:25][N:24]=1.Cl. (2) Given the product [ClH:37].[F:25][C:24]([F:26])([F:27])[C:21]1[CH:20]=[CH:19][C:18]([C:14]2[CH:15]=[CH:16][CH:17]=[C:12]([C@@H:10]3[CH2:9][C@H:8]3[NH:7][CH3:6])[CH:13]=2)=[CH:23][CH:22]=1, predict the reactants needed to synthesize it. The reactants are: C(O[C:6](=O)[NH:7][CH2:8][C@@H:9]1C[C@H:10]1[C:12]1[CH:13]=[C:14]([C:18]2[CH:23]=[CH:22][C:21]([C:24]([F:27])([F:26])[F:25])=[CH:20][CH:19]=2)[CH:15]=[CH:16][CH:17]=1)(C)(C)C.C(O)(C(F)(F)F)=O.C(Cl)[Cl:37]. (3) Given the product [C:19]1([CH2:18][C:8]2([CH2:7][C:1]3[CH:2]=[CH:3][CH:4]=[CH:5][CH:6]=3)[CH:12]3[CH2:13][N:14]([C:32]([O:33][C:34]4[CH:39]=[CH:38][CH:37]=[CH:36][CH:35]=4)=[O:40])[CH2:15][CH2:16][N:11]3[C:10](=[O:17])[O:9]2)[CH:24]=[CH:23][CH:22]=[CH:21][CH:20]=1, predict the reactants needed to synthesize it. The reactants are: [C:1]1([CH2:7][C:8]2([CH2:18][C:19]3[CH:24]=[CH:23][CH:22]=[CH:21][CH:20]=3)[CH:12]3[CH2:13][NH:14][CH2:15][CH2:16][N:11]3[C:10](=[O:17])[O:9]2)[CH:6]=[CH:5][CH:4]=[CH:3][CH:2]=1.C(N(CC)CC)C.[C:32](Cl)(=[O:40])[O:33][C:34]1[CH:39]=[CH:38][CH:37]=[CH:36][CH:35]=1.O. (4) Given the product [F:44][C:45]([F:55])([F:56])[C:46]1[CH:47]=[C:48]([C@@H:52]([NH:54][C:7]([C:3]2[CH:4]=[N:5][NH:6][C:2]=2[CH3:1])=[O:9])[CH3:53])[CH:49]=[CH:50][CH:51]=1, predict the reactants needed to synthesize it. The reactants are: [CH3:1][C:2]1[NH:6][N:5]=[CH:4][C:3]=1[C:7]([OH:9])=O.C(N(CC)CC)C.F[P-](F)(F)(F)(F)F.N1(O[P+](N(C)C)(N(C)C)N(C)C)C2C=CC=CC=2N=N1.[F:44][C:45]([F:56])([F:55])[C:46]1[CH:47]=[C:48]([C@@H:52]([NH2:54])[CH3:53])[CH:49]=[CH:50][CH:51]=1. (5) Given the product [CH:12]1([NH:15][C:2]2[CH:10]=[C:9]([F:11])[CH:8]=[CH:7][C:3]=2[C:4]([OH:6])=[O:5])[CH2:14][CH2:13]1, predict the reactants needed to synthesize it. The reactants are: Br[C:2]1[CH:10]=[C:9]([F:11])[CH:8]=[CH:7][C:3]=1[C:4]([OH:6])=[O:5].[CH:12]1([NH2:15])[CH2:14][CH2:13]1.C([O-])(=O)C.[K+].C(N(CC)CC)C.Cl. (6) Given the product [CH3:1][C:2]1([CH3:10])[CH2:6][N:5]([N:11]=[O:12])[CH:4]([C:7]([OH:9])=[O:8])[CH2:3]1, predict the reactants needed to synthesize it. The reactants are: [CH3:1][C:2]1([CH3:10])[CH2:6][NH:5][CH:4]([C:7]([OH:9])=[O:8])[CH2:3]1.[N:11]([O-])=[O:12].[Na+]. (7) Given the product [CH3:3][CH:2]([N:4]1[C:12](/[CH:13]=[CH:14]/[CH:15]([OH:24])[CH2:16][CH:17]([OH:23])[CH2:18][C:19]([O-:21])=[O:20])=[C:11]([C:25]2[CH:26]=[CH:27][C:28]([F:31])=[CH:29][CH:30]=2)[C:10]2[CH:9]=[CH:8][CH:7]=[CH:6][C:5]1=2)[CH3:1].[Na+:33], predict the reactants needed to synthesize it. The reactants are: [CH3:1][CH:2]([N:4]1[C:12](/[CH:13]=[CH:14]/[C@H:15]([OH:24])[CH2:16][C@H:17]([OH:23])[CH2:18][C:19]([O:21]C)=[O:20])=[C:11]([C:25]2[CH:30]=[CH:29][C:28]([F:31])=[CH:27][CH:26]=2)[C:10]2[C:5]1=[CH:6][CH:7]=[CH:8][CH:9]=2)[CH3:3].[OH-].[Na+:33].C(O)CCC. (8) The reactants are: C(OC([N:8]1[C:13]2[CH:14]=[C:15]([Cl:19])[C:16]([Br:18])=[CH:17][C:12]=2[O:11][CH:10]([C:20]([N:22]2[CH2:27][CH2:26][C:25]([C:36]#[N:37])([CH2:28][C:29]3[CH:34]=[CH:33][C:32]([F:35])=[CH:31][CH:30]=3)[CH2:24][CH2:23]2)=[O:21])[CH2:9]1)=O)(C)(C)C.FC(F)(F)C(O)=O. Given the product [Br:18][C:16]1[C:15]([Cl:19])=[CH:14][C:13]2[NH:8][CH2:9][CH:10]([C:20]([N:22]3[CH2:27][CH2:26][C:25]([CH2:28][C:29]4[CH:30]=[CH:31][C:32]([F:35])=[CH:33][CH:34]=4)([C:36]#[N:37])[CH2:24][CH2:23]3)=[O:21])[O:11][C:12]=2[CH:17]=1, predict the reactants needed to synthesize it. (9) Given the product [F:39][C:24]([F:23])([F:38])[C:25]([F:36])([F:37])[C:26]([F:34])([F:35])[C:27]([F:32])([F:33])[S:28]([O-:31])(=[O:30])=[O:29].[O:11]=[C:12]([C:19]([CH3:22])([CH3:21])[CH3:20])[CH2:13][S+:14]1[CH2:18][CH2:17][CH2:16][CH2:15]1, predict the reactants needed to synthesize it. The reactants are: FC(F)(F)S([O-])(=O)=O.[K+].[Br-].[O:11]=[C:12]([C:19]([CH3:22])([CH3:21])[CH3:20])[CH2:13][S+:14]1[CH2:18][CH2:17][CH2:16][CH2:15]1.[F:23][C:24]([F:39])([F:38])[C:25]([F:37])([F:36])[C:26]([F:35])([F:34])[C:27]([F:33])([F:32])[S:28]([O-:31])(=[O:30])=[O:29].[K+].